From a dataset of Peptide-MHC class I binding affinity with 185,985 pairs from IEDB/IMGT. Regression. Given a peptide amino acid sequence and an MHC pseudo amino acid sequence, predict their binding affinity value. This is MHC class I binding data. (1) The peptide sequence is QPEKEIPEY. The MHC is HLA-B53:01 with pseudo-sequence HLA-B53:01. The binding affinity (normalized) is 0.648. (2) The peptide sequence is HTTVPWPNAS. The MHC is Mamu-A01 with pseudo-sequence Mamu-A01. The binding affinity (normalized) is 0.348. (3) The peptide sequence is EERHIFLDY. The MHC is HLA-A29:02 with pseudo-sequence HLA-A29:02. The binding affinity (normalized) is 0.309. (4) The peptide sequence is LLTHGADPNA. The MHC is HLA-A68:02 with pseudo-sequence HLA-A68:02. The binding affinity (normalized) is 0. (5) The peptide sequence is NVRGGRDAVI. The MHC is Patr-B0101 with pseudo-sequence Patr-B0101. The binding affinity (normalized) is 0.118. (6) The peptide sequence is IGIGILLTW. The MHC is HLA-B57:01 with pseudo-sequence HLA-B57:01. The binding affinity (normalized) is 0.482. (7) The peptide sequence is ATAKAAAAY. The MHC is HLA-A11:01 with pseudo-sequence HLA-A11:01. The binding affinity (normalized) is 0.599. (8) The peptide sequence is GDYKLVEI. The MHC is HLA-B53:01 with pseudo-sequence HLA-B53:01. The binding affinity (normalized) is 0. (9) The peptide sequence is ISRQIHWCW. The binding affinity (normalized) is 0.0847. The MHC is HLA-A02:01 with pseudo-sequence HLA-A02:01.